Dataset: Forward reaction prediction with 1.9M reactions from USPTO patents (1976-2016). Task: Predict the product of the given reaction. (1) Given the reactants [Cl:1][C:2]1[N:9]=[CH:8][CH:7]=[CH:6][C:3]=1[C:4]#[N:5].[C:10](O)(=O)[C:11](C)([CH3:13])[CH3:12].S(OOS([O-])(=O)=O)([O-])(=O)=O.[NH4+].[NH4+].[NH4+].[OH-], predict the reaction product. The product is: [C:11]([C:8]1[CH:7]=[CH:6][C:3]([C:4]#[N:5])=[C:2]([Cl:1])[N:9]=1)([CH3:13])([CH3:12])[CH3:10]. (2) Given the reactants [Cl:1][C:2]1[CH:3]=[C:4]([CH:19]=[CH:20][CH:21]=1)[CH2:5][O:6][C:7]1[CH:18]=[CH:17][C:10]2[CH2:11][C:12](=[O:16])[NH:13][CH2:14][CH2:15][C:9]=2[CH:8]=1.[C:22]([O-])(=[O:24])[CH3:23].[Na+].O.ClCCl, predict the reaction product. The product is: [C:22]([N:13]1[CH2:14][CH2:15][C:9]2[CH:8]=[C:7]([O:6][CH2:5][C:4]3[CH:19]=[CH:20][CH:21]=[C:2]([Cl:1])[CH:3]=3)[CH:18]=[CH:17][C:10]=2[CH2:11][C:12]1=[O:16])(=[O:24])[CH3:23]. (3) Given the reactants Br[C:2]1[CH:3]=[C:4]([S:8]([N:11]2[CH2:16][CH2:15][N:14]([C:17]([C:19]3[CH:24]=[CH:23][CH:22]=[CH:21][CH:20]=3)=[O:18])[CH2:13][CH:12]2[CH3:25])(=[O:10])=[O:9])[CH:5]=[CH:6][CH:7]=1.[NH:26]1[CH:30]=[CH:29][N:28]=[N:27]1.[OH-].[K+].CO.C(Cl)(Cl)Cl, predict the reaction product. The product is: [CH3:25][CH:12]1[N:11]([S:8]([C:4]2[CH:5]=[CH:6][CH:7]=[C:2]([N:26]3[CH:30]=[CH:29][N:28]=[N:27]3)[CH:3]=2)(=[O:10])=[O:9])[CH2:16][CH2:15][N:14]([C:17]([C:19]2[CH:24]=[CH:23][CH:22]=[CH:21][CH:20]=2)=[O:18])[CH2:13]1. (4) Given the reactants [NH2:1][NH2:2].[CH2:3]([CH:6]1[CH2:12][CH2:11][CH:10]([C:13]2[CH:18]=[CH:17][CH:16]=[C:15]([F:19])[C:14]=2[F:20])[CH2:9][NH:8][C:7]1=S)[CH:4]=[CH2:5], predict the reaction product. The product is: [CH2:3]([CH:6]1[CH2:12][CH2:11][CH:10]([C:13]2[CH:18]=[CH:17][CH:16]=[C:15]([F:19])[C:14]=2[F:20])[CH2:9][NH:8]/[C:7]/1=[N:1]\[NH2:2])[CH:4]=[CH2:5]. (5) Given the reactants [CH:1]1([CH:4]([C:6]2[CH:18]=[CH:17][CH:16]=[C:15]([CH:19]([CH3:21])[CH3:20])[C:7]=2[O:8][CH2:9][C:10](OCC)=[O:11])[CH3:5])[CH2:3][CH2:2]1.[BH4-].[Na+], predict the reaction product. The product is: [CH:1]1([CH:4]([C:6]2[CH:18]=[CH:17][CH:16]=[C:15]([CH:19]([CH3:21])[CH3:20])[C:7]=2[O:8][CH2:9][CH2:10][OH:11])[CH3:5])[CH2:3][CH2:2]1. (6) Given the reactants [Cl:1][C:2]1[CH:3]=[C:4]2[C:8](=[CH:9][CH:10]=1)[NH:7][CH:6]=[C:5]2[CH2:11][CH2:12][NH:13][C:14](=[O:22])[C:15]1[CH:20]=[CH:19][CH:18]=[C:17](I)[CH:16]=1.[Cl:23][C:24]1[CH:29]=[CH:28][C:27](B(O)O)=[CH:26][CH:25]=1.C(=O)([O-])[O-].[Na+].[Na+], predict the reaction product. The product is: [Cl:23][C:24]1[CH:29]=[CH:28][C:27]([C:17]2[CH:18]=[CH:19][CH:20]=[C:15]([C:14]([NH:13][CH2:12][CH2:11][C:5]3[C:4]4[C:8](=[CH:9][CH:10]=[C:2]([Cl:1])[CH:3]=4)[NH:7][CH:6]=3)=[O:22])[CH:16]=2)=[CH:26][CH:25]=1. (7) Given the reactants [C:1]([O:5][CH2:6][C:7]1[CH:12]=[CH:11][CH:10]=[CH:9][CH:8]=1)(=[O:4])[CH:2]=[CH2:3].CN(P(N(C)C)(N(C)C)=O)C, predict the reaction product. The product is: [CH2:3]=[C:2]([CH2:3][CH2:2][C:1]([O:5][CH2:6][C:7]1[CH:12]=[CH:11][CH:10]=[CH:9][CH:8]=1)=[O:4])[C:1]([O:5][CH2:6][C:7]1[CH:12]=[CH:11][CH:10]=[CH:9][CH:8]=1)=[O:4].